Task: Regression. Given a peptide amino acid sequence and an MHC pseudo amino acid sequence, predict their binding affinity value. This is MHC class I binding data.. Dataset: Peptide-MHC class I binding affinity with 185,985 pairs from IEDB/IMGT (1) The peptide sequence is KIISEIGQL. The MHC is HLA-C15:02 with pseudo-sequence HLA-C15:02. The binding affinity (normalized) is 0.415. (2) The peptide sequence is AVAEAQCKK. The MHC is HLA-A11:01 with pseudo-sequence HLA-A11:01. The binding affinity (normalized) is 0.702. (3) The peptide sequence is LASAIQKAHQ. The MHC is HLA-B58:01 with pseudo-sequence HLA-B58:01. The binding affinity (normalized) is 0.119. (4) The peptide sequence is YLVSIFLHL. The MHC is HLA-A02:06 with pseudo-sequence HLA-A02:06. The binding affinity (normalized) is 0.607. (5) The peptide sequence is RPGPVKFSL. The MHC is HLA-A69:01 with pseudo-sequence HLA-A69:01. The binding affinity (normalized) is 0.0847. (6) The peptide sequence is NMDPLNDNI. The MHC is HLA-A02:02 with pseudo-sequence HLA-A02:02. The binding affinity (normalized) is 0.567. (7) The peptide sequence is CAGVIEYAK. The MHC is HLA-A31:01 with pseudo-sequence HLA-A31:01. The binding affinity (normalized) is 0.288.